Task: Predict the reactants needed to synthesize the given product.. Dataset: Full USPTO retrosynthesis dataset with 1.9M reactions from patents (1976-2016) (1) Given the product [C:48]([O:52][C:53]([N:55]([CH3:121])[C@@H:56]([CH3:120])[C:57]([NH:59][C@@H:60]([C:116]([CH3:119])([CH3:118])[CH3:117])[C:61]([N:63]1[CH2:67][C@@H:66]([C:68]2[CH:77]=[C:76]3[C:71]([CH2:72][C@@H:73]([C:99](=[O:111])[NH:100][C@H:101]4[C:110]5[C:105](=[CH:106][CH:107]=[CH:108][CH:109]=5)[CH2:104][CH2:103][CH2:102]4)[N:74]([C:78](=[O:98])[C@@H:79]([NH:84][C:85](=[O:97])[C@@H:86]([N:88]([C:90]([O:92][C:93]([CH3:94])([CH3:96])[CH3:95])=[O:91])[CH3:89])[CH3:87])[C:80]([CH3:81])([CH3:82])[CH3:83])[CH2:75]3)=[CH:70][CH:69]=2)[CH2:65][C@H:64]1[C:112]([OH:114])=[O:113])=[O:62])=[O:58])=[O:54])([CH3:49])([CH3:50])[CH3:51], predict the reactants needed to synthesize it. The reactants are: C(OC(N(C)[C@@H](C)C(N[C@@H](C(C)(C)C)C(N1[C@H](C(=O)N[C@H]2C3C(=CC=CC=3)CCC2)CC2C(=CC(C(O)=O)=CC=2)C1)=O)=O)=O)(C)(C)C.[C:48]([O:52][C:53]([N:55]([CH3:121])[C@@H:56]([CH3:120])[C:57]([NH:59][C@@H:60]([C:116]([CH3:119])([CH3:118])[CH3:117])[C:61]([N:63]1[CH2:67][C@@H:66]([C:68]2[CH:77]=[C:76]3[C:71]([CH2:72][C@@H:73]([C:99](=[O:111])[NH:100][C@H:101]4[C:110]5[C:105](=[CH:106][CH:107]=[CH:108][CH:109]=5)[CH2:104][CH2:103][CH2:102]4)[N:74]([C:78](=[O:98])[C@@H:79]([NH:84][C:85](=[O:97])[C@@H:86]([N:88]([C:90]([O:92][C:93]([CH3:96])([CH3:95])[CH3:94])=[O:91])[CH3:89])[CH3:87])[C:80]([CH3:83])([CH3:82])[CH3:81])[CH2:75]3)=[CH:70][CH:69]=2)[CH2:65][C@H:64]1[C:112]([O:114]C)=[O:113])=[O:62])=[O:58])=[O:54])([CH3:51])([CH3:50])[CH3:49]. (2) The reactants are: [NH2:1][C:2]1[CH:3]=[C:4]2[C:9](=[CH:10][C:11]=1[NH:12][CH2:13][CH3:14])[N:8]=[CH:7][N:6]=[C:5]2[N:15]1[CH2:20][CH2:19][N:18]([C:21](=[S:30])[NH:22][CH2:23][C:24]2[CH:29]=[CH:28][CH:27]=[CH:26][CH:25]=2)[CH2:17][CH2:16]1.[CH2:31]([N:33]=[C:34]=S)[CH3:32].[OH2:36].[Cl-].[Na+]. Given the product [CH2:23]([NH:22][C:21]([N:18]1[CH2:19][CH2:20][N:15]([C:5]2[C:4]3[C:9](=[CH:10][C:11]([NH:12][CH2:13][CH3:14])=[C:2]([NH:1][C:34]([NH:33][CH2:31][CH3:32])=[O:36])[CH:3]=3)[N:8]=[CH:7][N:6]=2)[CH2:16][CH2:17]1)=[S:30])[C:24]1[CH:29]=[CH:28][CH:27]=[CH:26][CH:25]=1, predict the reactants needed to synthesize it. (3) The reactants are: [CH3:1][C@@H:2]([CH2:11][C:12]#[CH:13])[CH2:3][O:4][CH:5]1[CH2:10][CH2:9][CH2:8][CH2:7][O:6]1.C([Li])CCC.CN(C)[C:21](=[O:23])[CH3:22].O.C(O)(=O)CC(CC(O)=O)(C(O)=O)O. Given the product [CH3:1][C@H:2]([CH2:3][O:4][CH:5]1[CH2:10][CH2:9][CH2:8][CH2:7][O:6]1)[CH2:11][C:12]#[C:13][C:21](=[O:23])[CH3:22], predict the reactants needed to synthesize it. (4) Given the product [CH3:2][O:3][C:4]1[CH:10]=[C:9]([O:11][CH3:12])[CH:8]=[CH:7][C:5]=1[NH:6][C:21](=[O:22])[C:20]([F:31])([F:30])[F:19], predict the reactants needed to synthesize it. The reactants are: Cl.[CH3:2][O:3][C:4]1[CH:10]=[C:9]([O:11][CH3:12])[CH:8]=[CH:7][C:5]=1[NH2:6].N1C=CC=CC=1.[F:19][C:20]([F:31])([F:30])[C:21](O[C:21](=[O:22])[C:20]([F:31])([F:30])[F:19])=[O:22].